Predict which catalyst facilitates the given reaction. From a dataset of Catalyst prediction with 721,799 reactions and 888 catalyst types from USPTO. (1) Reactant: [CH:1]1([N:6]2[CH2:12][C@:11]([F:15])([CH:13]=[CH2:14])[C:10](=[O:16])[N:9]([CH3:17])[C:8]3[CH:18]=[N:19][C:20]([NH:22][C:23]4[C:32]([O:33][CH3:34])=[CH:31][C:26]([C:27]([O:29]C)=[O:28])=[C:25]([F:35])[CH:24]=4)=[N:21][C:7]2=3)[CH2:5][CH2:4][CH2:3][CH2:2]1. Product: [CH:1]1([N:6]2[CH2:12][C@:11]([F:15])([CH:13]=[CH2:14])[C:10](=[O:16])[N:9]([CH3:17])[C:8]3[CH:18]=[N:19][C:20]([NH:22][C:23]4[C:32]([O:33][CH3:34])=[CH:31][C:26]([C:27]([OH:29])=[O:28])=[C:25]([F:35])[CH:24]=4)=[N:21][C:7]2=3)[CH2:5][CH2:4][CH2:3][CH2:2]1. The catalyst class is: 33. (2) Reactant: [CH3:1][N:2]([C@@H:4]1[C:27](=[O:28])[C:26]([C:29]([NH2:31])=[O:30])=[C:25]([OH:32])[C@:24]2([OH:33])[C@H:5]1[CH2:6][C@H:7]1[C:21]([C:22]2=[O:23])=[C:20]([OH:34])[C:10]2[C:11]([OH:19])=[C:12]([NH2:18])[CH:13]=[C:14]([N:15]([CH3:17])[CH3:16])[C:9]=2[CH2:8]1)[CH3:3].ClCC(OC)(OC)OC.Cl[CH2:45][C:46]1O[C:48]2[CH:54]=CC=C[C:49]=2[N:50]=1.C(N)CC.C(NCC1OC2C=CC=CC=2N=1)CC.N. Product: [CH3:17][N:15]([CH3:16])[C:14]1[C:9]2[CH2:8][C@@H:7]3[C:21](=[C:22]([OH:23])[C@@:24]4([OH:33])[C@@H:5]([CH2:6]3)[C@H:4]([N:2]([CH3:1])[CH3:3])[C:27]([OH:28])=[C:26]([C:29]([NH2:31])=[O:30])[C:25]4=[O:32])[C:20](=[O:34])[C:10]=2[C:11]2[O:19][C:45]([CH2:46][NH:50][CH2:49][CH2:48][CH3:54])=[N:18][C:12]=2[CH:13]=1. The catalyst class is: 3. (3) Reactant: [C:1]([C:5]1[CH:6]=[CH:7][CH:8]=[C:9]2[C:14]=1[N:13]=[C:12]([C:15]1[N:19]3[CH:20]=[C:21]([C:24]([OH:26])=O)[CH:22]=[CH:23][C:18]3=[N:17][N:16]=1)[CH:11]=[CH:10]2)([CH3:4])([CH3:3])[CH3:2].Cl.[CH3:28][NH:29][O:30][CH3:31].CCN(C(C)C)C(C)C.CN(C(ON1N=NC2C=CC=NC1=2)=[N+](C)C)C.F[P-](F)(F)(F)(F)F. Product: [C:1]([C:5]1[CH:6]=[CH:7][CH:8]=[C:9]2[C:14]=1[N:13]=[C:12]([C:15]1[N:19]3[CH:20]=[C:21]([C:24]([N:29]([O:30][CH3:31])[CH3:28])=[O:26])[CH:22]=[CH:23][C:18]3=[N:17][N:16]=1)[CH:11]=[CH:10]2)([CH3:3])([CH3:2])[CH3:4]. The catalyst class is: 248.